Dataset: Catalyst prediction with 721,799 reactions and 888 catalyst types from USPTO. Task: Predict which catalyst facilitates the given reaction. (1) Reactant: Cl.[N+:2]([O-:11])([O:4][CH:5]1[CH2:10][CH2:9][NH:8][CH2:7][CH2:6]1)=[O:3].C(N(CC)CC)C.[C:19](=O)([O:30]C1C=CC([N+]([O-])=O)=CC=1)[O:20][C@@H:21]1[CH2:25][O:24][C@@H:23]2[C@H:26]([OH:29])[CH2:27][O:28][C@H:22]12. Product: [N+:2]([O:4][CH:5]1[CH2:10][CH2:9][N:8]([C:19]([O:20][C@@H:21]2[CH2:25][O:24][C@@H:23]3[C@H:26]([OH:29])[CH2:27][O:28][C@H:22]23)=[O:30])[CH2:7][CH2:6]1)([O-:11])=[O:3]. The catalyst class is: 143. (2) Reactant: [O:1]=[C:2]([CH2:6][CH3:7])[CH2:3][C:4]#[N:5].[CH2:8](O)[CH2:9][OH:10].C1(C)C=CC(S(O)(=O)=O)=CC=1. Product: [CH2:6]([C:2]1([CH2:3][C:4]#[N:5])[O:10][CH2:9][CH2:8][O:1]1)[CH3:7]. The catalyst class is: 133. (3) Reactant: [CH2:1]([C:3]1[N:8]([C:9]2[CH:14]=[CH:13][C:12]([O:15][C@@H:16]3[CH2:21][CH2:20][CH2:19][CH2:18][C@H:17]3[OH:22])=[CH:11][CH:10]=2)[C:7](=[O:23])[C:6]([CH2:24][C:25]2[CH:30]=[CH:29][C:28]([C:31]3[CH:36]=[CH:35][CH:34]=[CH:33][C:32]=3[C:37]3[NH:41][C:40](=[O:42])[O:39][N:38]=3)=[CH:27][CH:26]=2)=[C:5]([CH2:43][CH2:44][CH3:45])[N:4]=1)[CH3:2].CC(OI1(OC(C)=O)(OC(C)=O)OC(=O)C2C1=CC=CC=2)=O.C(OCC)(=O)C.S([O-])([O-])(=O)=S.[Na+].[Na+]. Product: [CH2:1]([C:3]1[N:8]([C:9]2[CH:10]=[CH:11][C:12]([O:15][CH:16]3[CH2:21][CH2:20][CH2:19][CH2:18][C:17]3=[O:22])=[CH:13][CH:14]=2)[C:7](=[O:23])[C:6]([CH2:24][C:25]2[CH:30]=[CH:29][C:28]([C:31]3[CH:36]=[CH:35][CH:34]=[CH:33][C:32]=3[C:37]3[NH:41][C:40](=[O:42])[O:39][N:38]=3)=[CH:27][CH:26]=2)=[C:5]([CH2:43][CH2:44][CH3:45])[N:4]=1)[CH3:2]. The catalyst class is: 46.